Dataset: Full USPTO retrosynthesis dataset with 1.9M reactions from patents (1976-2016). Task: Predict the reactants needed to synthesize the given product. (1) Given the product [NH2:18][CH2:17][CH:10]1[CH:11]2[CH2:16][CH2:15][CH2:14][CH:12]2[CH2:13][N:9]1[C:7]([C:6]1[CH:29]=[C:2]([CH3:1])[CH:3]=[CH:4][C:5]=1[N:30]1[N:34]=[CH:33][CH:32]=[N:31]1)=[O:8], predict the reactants needed to synthesize it. The reactants are: [CH3:1][C:2]1[CH:3]=[CH:4][C:5]([N:30]2[N:34]=[CH:33][CH:32]=[N:31]2)=[C:6]([CH:29]=1)[C:7]([N:9]1[CH2:13][CH:12]2[CH2:14][CH2:15][CH2:16][CH:11]2[CH:10]1[CH2:17][N:18]1C(=O)C2C(=CC=CC=2)C1=O)=[O:8].O.NN. (2) Given the product [C:1]([NH:5][S:6]([C:9]1[C:18]2[C:13](=[CH:14][CH:15]=[CH:16][CH:17]=2)[C:12]([C:19]2[S:23][C:22]([C:24]([O:26][CH2:27][CH3:28])=[O:25])=[N:21][C:20]=2[CH:29]=[O:30])=[CH:11][CH:10]=1)(=[O:8])=[O:7])([CH3:3])([CH3:2])[CH3:4], predict the reactants needed to synthesize it. The reactants are: [C:1]([NH:5][S:6]([C:9]1[C:18]2[C:13](=[CH:14][CH:15]=[CH:16][CH:17]=2)[C:12]([C:19]2[S:23][C:22]([C:24]([O:26][CH2:27][CH3:28])=[O:25])=[N:21][C:20]=2[CH2:29][OH:30])=[CH:11][CH:10]=1)(=[O:8])=[O:7])([CH3:4])([CH3:3])[CH3:2].O.